Task: Predict the product of the given reaction.. Dataset: Forward reaction prediction with 1.9M reactions from USPTO patents (1976-2016) (1) Given the reactants [Cl:1][C:2]1[CH:7]=[C:6]([N+:8]([O-:10])=[O:9])[CH:5]=[C:4]([Cl:11])[C:3]=1[C:12]1[CH:17]=[CH:16][C:15]([OH:18])=[CH:14][CH:13]=1.C(=O)([O-])[O-].[K+].[K+].Br[CH2:26][CH2:27][CH2:28][C:29]#[N:30], predict the reaction product. The product is: [Cl:1][C:2]1[CH:7]=[C:6]([N+:8]([O-:10])=[O:9])[CH:5]=[C:4]([Cl:11])[C:3]=1[C:12]1[CH:13]=[CH:14][C:15]([O:18][CH2:26][CH2:27][CH2:28][C:29]#[N:30])=[CH:16][CH:17]=1. (2) Given the reactants Cl[C:2]1[CH:7]=[C:6]([Cl:8])[N:5]=[CH:4][N:3]=1.[NH:9]1[CH2:14][CH2:13][CH2:12][CH2:11][CH2:10]1, predict the reaction product. The product is: [Cl:8][C:6]1[CH:7]=[C:2]([N:9]2[CH2:14][CH2:13][CH2:12][CH2:11][CH2:10]2)[N:3]=[CH:4][N:5]=1. (3) Given the reactants Br[C:2]1[CH:10]=[CH:9][CH:8]=[C:7]2[C:3]=1[C:4]1([C:16]3=[CH:17][C:18]4[O:22][CH2:21][O:20][C:19]=4[CH:23]=[C:15]3[O:14][CH2:13]1)[C:5](=[O:12])[N:6]2[CH3:11].BrC1C=CC=C2C=1C1(COC3C=C4C(=CC1=3)CCO4)C(=O)N2C[C:35]1[O:36][C:37](C(F)(F)F)=[CH:38][CH:39]=1.O1C=CC(B(O)O)=C1.N1C=C(B(O)O)C=NC=1, predict the reaction product. The product is: [O:36]1[CH:37]=[CH:38][C:39]([C:2]2[CH:10]=[CH:9][CH:8]=[C:7]3[C:3]=2[C:4]2([C:16]4=[CH:17][C:18]5[O:22][CH2:21][O:20][C:19]=5[CH:23]=[C:15]4[O:14][CH2:13]2)[C:5](=[O:12])[N:6]3[CH3:11])=[CH:35]1. (4) Given the reactants [I:1][C:2]1[C:3]([NH2:14])=[CH:4][C:5]([N:8]2[CH2:13][CH2:12][O:11][CH2:10][CH2:9]2)=[N:6][CH:7]=1.CC(C)([O-])C.[K+].Cl[C:22]1[C:31]2[C:26](=[CH:27][C:28]([F:33])=[CH:29][C:30]=2[F:32])[N:25]=[C:24]([C:34]2[CH:39]=[CH:38][CH:37]=[CH:36][N:35]=2)[C:23]=1[CH3:40].C(=O)([O-])[O-].[Na+].[Na+], predict the reaction product. The product is: [F:32][C:30]1[CH:29]=[C:28]([F:33])[CH:27]=[C:26]2[C:31]=1[C:22]([NH:14][C:3]1[C:2]([I:1])=[CH:7][N:6]=[C:5]([N:8]3[CH2:9][CH2:10][O:11][CH2:12][CH2:13]3)[CH:4]=1)=[C:23]([CH3:40])[C:24]([C:34]1[CH:39]=[CH:38][CH:37]=[CH:36][N:35]=1)=[N:25]2. (5) Given the reactants CO.[OH-].[Na+].[NH2:5][C:6]1[C:11]([C:12]2[O:16][N:15]=[C:14]([CH2:17][C:18]3[CH:23]=[CH:22][C:21]([OH:24])=[CH:20][CH:19]=3)[CH:13]=2)=[CH:10][CH:9]=[CH:8][N:7]=1.Cl[CH2:26][C:27]1[CH:32]=[C:31]([CH3:33])[CH:30]=[CH:29][N:28]=1, predict the reaction product. The product is: [CH3:33][C:31]1[CH:30]=[CH:29][N:28]=[C:27]([CH2:26][O:24][C:21]2[CH:22]=[CH:23][C:18]([CH2:17][C:14]3[CH:13]=[C:12]([C:11]4[C:6]([NH2:5])=[N:7][CH:8]=[CH:9][CH:10]=4)[O:16][N:15]=3)=[CH:19][CH:20]=2)[CH:32]=1.